The task is: Predict which catalyst facilitates the given reaction.. This data is from Catalyst prediction with 721,799 reactions and 888 catalyst types from USPTO. (1) Reactant: [C:1]([O:5][C:6]([C:8]1[CH:13]=[CH:12][CH:11]=[CH:10][C:9]=1[C:14]1[CH:19]=[CH:18][C:17]([CH2:20][N:21]2[C:29]3[C:24](=[CH:25][C:26]([C:30]([O:32]CC)=[O:31])=[CH:27][CH:28]=3)[C:23]([CH3:35])=[C:22]2[CH3:36])=[CH:16][CH:15]=1)=[O:7])([CH3:4])([CH3:3])[CH3:2].[OH-].[Na+].Cl. Product: [C:1]([O:5][C:6]([C:8]1[CH:13]=[CH:12][CH:11]=[CH:10][C:9]=1[C:14]1[CH:19]=[CH:18][C:17]([CH2:20][N:21]2[C:29]3[C:24](=[CH:25][C:26]([C:30]([OH:32])=[O:31])=[CH:27][CH:28]=3)[C:23]([CH3:35])=[C:22]2[CH3:36])=[CH:16][CH:15]=1)=[O:7])([CH3:4])([CH3:3])[CH3:2]. The catalyst class is: 14. (2) Reactant: [CH2:1]([O:3][C:4]([C:6]1[C:7]2[CH2:18][CH2:17][C:16](CC3C=CC=CC=3)(Br)[C:15](=[O:27])[C:8]=2[S:9][C:10]=1[NH:11][C:12](=[O:14])[CH3:13])=[O:5])[CH3:2].[Li+].[Br-].[NH4+].[Cl-]. The catalyst class is: 3. Product: [CH2:1]([O:3][C:4]([C:6]1[C:7]2[CH:18]=[C:17]([CH2:6][C:7]3[CH:18]=[CH:17][CH:16]=[CH:15][CH:8]=3)[CH:16]=[C:15]([OH:27])[C:8]=2[S:9][C:10]=1[NH:11][C:12](=[O:14])[CH3:13])=[O:5])[CH3:2].